Dataset: Experimentally validated miRNA-target interactions with 360,000+ pairs, plus equal number of negative samples. Task: Binary Classification. Given a miRNA mature sequence and a target amino acid sequence, predict their likelihood of interaction. (1) The miRNA is hsa-miR-4760-3p with sequence AAAUUCAUGUUCAAUCUAAACC. The protein sequence of the target gene is MLPRGRPRALGAAALLLLLLLLGFLLFGGDLGCERREPGGRAGAPGCFPGPLMPRVPPDGRLRRAAALDGDPGAGPGDHNRSDCGPQPPPPPKCELLHVAIVCAGHNSSRDVITLVKSMLFYRKNPLHLHLVTDAVARNILETLFHTWMVPAVRVSFYHADQLKPQVSWIPNKHYSGLYGLMKLVLPSALPAELARVIVLDTDVTFASDISELWALFAHFSDTQAIGLVENQSDWYLGNLWKNHRPWPALGRGFNTGVILLRLDRLRQAGWEQMWRLTARRELLSLPATSLADQDIFNAV.... Result: 0 (no interaction). (2) The miRNA is hsa-miR-6894-3p with sequence UUGCCUGCCCUCUUCCUCCAG. The protein sequence of the target gene is MSTKAEQFASKIRYLQEYHNRVLHNIYPVPSGTDIANTLKYFSQTLLSILSRTGKKENQDASNLTVPMTMCLFPVPFPLTPSLRPQVSSINPTVTRSLLYSVLRDAPSERGPQSRDAQLSDYPSLDYQGLYVTLVTLLDLVPLLQHGQHDLGQSIFYTTTCLLPFLNDDILSTLPYTMISTLATFPPFLHKDIIEYLSTSFLPMAILGSSRREGVPAHVNLSASSMLMIAMQYTSNPVYHCQLLECLMKYKQEVWKDLLYVIAYGPSQVKPPAVQMLFHYWPNLKPPGAISEYRGLQYTA.... Result: 0 (no interaction). (3) The miRNA is hsa-miR-6804-3p with sequence CGCACCUGCCUCUCACCCACAG. The protein sequence of the target gene is MRGQRSLLLGPARLCLRLLLLLGYRRRCPPLLRGLVQRWRYGKVCLRSLLYNSFGGSDTAVDAAFEPVYWLVDNVIRWFGVVFVVLVIVLTGSIVAIAYLCVLPLILRTYSVPRLCWHFFYSHWNLILIVFHYYQAITTPPGYPPQGRNDIATVSICKKCIYPKPARTHHCSICNRCVLKMDHHCPWLNNCVGHYNHRYFFSFCFFMTLGCVYCSYGSWDLFREAYAAIETYHQTPPPTFSFRERITHKSLVYLWFLCSSVALALGALTMWHAVLISRGETSIERHINKKERRRLQAKGR.... Result: 0 (no interaction). (4) The miRNA is hsa-miR-519b-3p with sequence AAAGUGCAUCCUUUUAGAGGUU. The protein sequence of the target gene is MATLIFVDKDNEEPGRRLASKDGLKLGTGVKALDGKLQVSTPRVGKVFNAPAVPKASRKALGTVNRVAEKPMKTGKPLQPKQPTLTGKKITEKSTKTQSSVPAPDDAYPEIEKFFPFNPLDFESFDLPEEHQISLLPLNGVPLMTLNEERGLEKLLHLGPPSPLKTPFLSWESDPLYSPPSALSTLDVELPPVCYDADI. Result: 0 (no interaction).